This data is from Catalyst prediction with 721,799 reactions and 888 catalyst types from USPTO. The task is: Predict which catalyst facilitates the given reaction. Reactant: Cl[C:2]1[C:7]([N+:8]([O-:10])=[O:9])=[CH:6][CH:5]=[C:4]([O:11][CH3:12])[N:3]=1.[F-:13].[K+].COC(=O)[C:18](Cl)([F:20])[F:19].[NH4+].[OH-].[NH4+].[Cl-]. Product: [CH3:12][O:11][C:4]1[N:3]=[C:2]([C:18]([F:20])([F:13])[F:19])[C:7]([N+:8]([O-:10])=[O:9])=[CH:6][CH:5]=1. The catalyst class is: 471.